From a dataset of Reaction yield outcomes from USPTO patents with 853,638 reactions. Predict the reaction yield, written as a fraction of the theoretical maximum amount of product (1.0 means a 100% yield; for example, 0.34 means a 34% yield). The reactants are Cl[C:2]1[N:7]=[C:6]([C:8]2[CH:9]=[N:10][N:11]3[CH:16]=[CH:15][CH:14]=[CH:13][C:12]=23)[C:5]([Cl:17])=[CH:4][N:3]=1.[CH3:18][O:19][C:20]1[CH:26]=[C:25]([C:27]2[CH2:28][CH2:29][N:30]([CH3:33])[CH2:31][CH:32]=2)[C:24]([N+:34]([O-:36])=[O:35])=[CH:23][C:21]=1[NH2:22].C[Si]([N-][Si](C)(C)C)(C)C.[Li+].CO. The catalyst is C1COCC1. The product is [Cl:17][C:5]1[C:6]([C:8]2[CH:9]=[N:10][N:11]3[CH:16]=[CH:15][CH:14]=[CH:13][C:12]=23)=[N:7][C:2]([NH:22][C:21]2[CH:23]=[C:24]([N+:34]([O-:36])=[O:35])[C:25]([C:27]3[CH2:32][CH2:31][N:30]([CH3:33])[CH2:29][CH:28]=3)=[CH:26][C:20]=2[O:19][CH3:18])=[N:3][CH:4]=1. The yield is 0.720.